Dataset: Full USPTO retrosynthesis dataset with 1.9M reactions from patents (1976-2016). Task: Predict the reactants needed to synthesize the given product. (1) Given the product [CH3:10][S:11]([N:5]1[CH2:6][CH2:7][C:8](=[O:9])[CH:3]([CH3:2])[CH2:4]1)(=[O:13])=[O:12], predict the reactants needed to synthesize it. The reactants are: Cl.[CH3:2][CH:3]1[C:8](=[O:9])[CH2:7][CH2:6][NH:5][CH2:4]1.[CH3:10][S:11](Cl)(=[O:13])=[O:12]. (2) Given the product [CH3:40][N:41]([CH:43]=[N:2][C:1]([CH:4]([CH2:32][CH2:33][C:34]([F:37])([CH3:36])[CH3:35])[CH2:5][CH:6]([O:28][C:29](=[O:31])[CH3:30])[CH:7]([NH:15][C:16]([C:18]1[CH:27]=[N:26][C:25]2[C:20](=[CH:21][CH:22]=[CH:23][CH:24]=2)[N:19]=1)=[O:17])[CH2:8][C:9]1[CH:10]=[CH:11][CH:12]=[CH:13][CH:14]=1)=[O:3])[CH3:42], predict the reactants needed to synthesize it. The reactants are: [C:1]([CH:4]([CH2:32][CH2:33][C:34]([F:37])([CH3:36])[CH3:35])[CH2:5][CH:6]([O:28][C:29](=[O:31])[CH3:30])[CH:7]([NH:15][C:16]([C:18]1[CH:27]=[N:26][C:25]2[C:20](=[CH:21][CH:22]=[CH:23][CH:24]=2)[N:19]=1)=[O:17])[CH2:8][C:9]1[CH:14]=[CH:13][CH:12]=[CH:11][CH:10]=1)(=[O:3])[NH2:2].CO[CH:40](OC)[N:41]([CH3:43])[CH3:42]. (3) Given the product [NH2:32][C:20]([NH:19][C:14]1[CH:13]=[C:12]([CH2:11][CH2:10][CH2:9][NH:8][C:6](=[O:7])[O:5][C:1]([CH3:3])([CH3:2])[CH3:4])[CH:17]=[N:16][C:15]=1[CH3:18])=[NH:21], predict the reactants needed to synthesize it. The reactants are: [C:1]([O:5][C:6]([NH:8][CH2:9][CH2:10][CH2:11][C:12]1[CH:13]=[C:14]([NH:19]/[C:20](/[NH:32]C(=O)OCC2C=CC=CC=2)=[N:21]/C(=O)OCC2C=CC=CC=2)[C:15]([CH3:18])=[N:16][CH:17]=1)=[O:7])([CH3:4])([CH3:3])[CH3:2]. (4) Given the product [CH:23]1([N:9]([CH:6]2[CH2:5][CH2:4][N:3]([C:1]3[O:26][N:27]=[C:28]([C:30]4[CH:34]=[CH:33][S:32][CH:31]=4)[N:2]=3)[CH2:8][CH2:7]2)[C:10](=[O:22])[C:11]2[CH:12]=[CH:13][C:14]([C:17]3[O:21][CH:20]=[N:19][CH:18]=3)=[CH:15][CH:16]=2)[CH2:25][CH2:24]1, predict the reactants needed to synthesize it. The reactants are: [C:1]([N:3]1[CH2:8][CH2:7][CH:6]([N:9]([CH:23]2[CH2:25][CH2:24]2)[C:10](=[O:22])[C:11]2[CH:16]=[CH:15][C:14]([C:17]3[O:21][CH:20]=[N:19][CH:18]=3)=[CH:13][CH:12]=2)[CH2:5][CH2:4]1)#[N:2].[OH:26][NH:27][C:28]([C:30]1[CH:34]=[CH:33][S:32][CH:31]=1)=N. (5) Given the product [CH2:1]([O:8][C:9]1[CH:14]=[CH:13][CH:12]=[N+:11]([O-:24])[C:10]=1[C:15]([O:17][CH3:18])=[O:16])[C:2]1[CH:3]=[CH:4][CH:5]=[CH:6][CH:7]=1, predict the reactants needed to synthesize it. The reactants are: [CH2:1]([O:8][C:9]1[C:10]([C:15]([O:17][CH3:18])=[O:16])=[N:11][CH:12]=[CH:13][CH:14]=1)[C:2]1[CH:7]=[CH:6][CH:5]=[CH:4][CH:3]=1.ClC1C=C(C=CC=1)C(OO)=[O:24]. (6) Given the product [C:1]1([C:7]2[N:12]=[C:11]3[CH2:13][CH2:14][CH2:15][N:16]([CH2:27][C:26]4[CH:25]=[C:24]([CH:31]=[CH:30][CH:29]=4)[O:23][CH2:33][C:32]([OH:35])=[O:34])[C:10]3=[N:9][C:8]=2[C:17]2[CH:18]=[CH:19][CH:20]=[CH:21][CH:22]=2)[CH:2]=[CH:3][CH:4]=[CH:5][CH:6]=1, predict the reactants needed to synthesize it. The reactants are: [C:1]1([C:7]2[N:12]=[C:11]3[CH2:13][CH2:14][CH2:15][NH:16][C:10]3=[N:9][C:8]=2[C:17]2[CH:22]=[CH:21][CH:20]=[CH:19][CH:18]=2)[CH:6]=[CH:5][CH:4]=[CH:3][CH:2]=1.[OH:23][C:24]1[CH:25]=[C:26]([CH:29]=[CH:30][CH:31]=1)[CH:27]=O.[C:32]([O:35][BH-]([O:35][C:32](=[O:34])[CH3:33])[O:35][C:32](=[O:34])[CH3:33])(=[O:34])[CH3:33].[Na+].C(O)(=O)C.Cl.